This data is from Forward reaction prediction with 1.9M reactions from USPTO patents (1976-2016). The task is: Predict the product of the given reaction. (1) Given the reactants [Br:1][C:2]1[CH:7]=[CH:6][C:5]([Cl:8])=[CH:4][C:3]=1[CH2:9][C:10]([OH:12])=O.[C:13](=[N:16]O)([NH2:15])[CH3:14].C(P1(=O)OP(CCC)(=O)OP(CCC)(=O)O1)CC, predict the reaction product. The product is: [Br:1][C:2]1[CH:7]=[CH:6][C:5]([Cl:8])=[CH:4][C:3]=1[CH2:9][C:10]1[O:12][N:16]=[C:13]([CH3:14])[N:15]=1. (2) Given the reactants [CH2:1]1[C:9]2[C:4](=[CH:5][CH:6]=[CH:7][CH:8]=2)[CH2:3][C:2]1=O.[CH2:11]([NH2:14])[C:12]#[CH:13], predict the reaction product. The product is: [N:14]1[CH:11]=[CH:12][CH:13]=[C:1]2[C:9]3[CH:8]=[CH:7][CH:6]=[CH:5][C:4]=3[CH2:3][C:2]=12. (3) Given the reactants CC1C=CC(S(OCC2CC3C(C4C=CC=CC=4C)=CC=CC=3O2)(=O)=O)=CC=1.[N-]=[N+]=[N-].[Na+].N(CC1CC2C=C(Cl)C=C(C3C=CSC=3)C=2O1)=[N+]=[N-].[N:52]([CH2:55][CH:56]1[CH2:60][C:59]2[C:61]([C:65]3[CH:70]=[CH:69][CH:68]=[CH:67][C:66]=3[CH3:71])=[CH:62][CH:63]=[CH:64][C:58]=2[O:57]1)=[N+]=[N-].[N-]=[N+]=[N-], predict the reaction product. The product is: [CH3:71][C:66]1[CH:67]=[CH:68][CH:69]=[CH:70][C:65]=1[C:61]1[C:59]2[CH2:60][CH:56]([CH2:55][NH2:52])[O:57][C:58]=2[CH:64]=[CH:63][CH:62]=1.